The task is: Predict the reactants needed to synthesize the given product.. This data is from Full USPTO retrosynthesis dataset with 1.9M reactions from patents (1976-2016). Given the product [CH3:21][O:7][C:13]1[C:14]([CH3:15])=[C:18]([CH:19]=[CH:20][CH:12]=1)[C:1]([NH:8][NH2:9])=[O:4], predict the reactants needed to synthesize it. The reactants are: [C:1]([O-:4])([O-])=O.[K+].[K+].[OH2:7].[NH2:8][NH2:9].CO[C:12]1[CH:13]=[C:14]([CH:18]=[CH:19][CH:20]=1)[C:15](Cl)=O.[CH2:21](Cl)Cl.